Predict the reaction yield, written as a fraction of the theoretical maximum amount of product (1.0 means a 100% yield; for example, 0.34 means a 34% yield). From a dataset of Reaction yield outcomes from USPTO patents with 853,638 reactions. (1) The reactants are [N+:1]([C:4]1[CH:5]=[CH:6][C:7]([NH2:10])=[N:8][CH:9]=1)([O-:3])=[O:2].[Br:11]Br. The catalyst is C(O)(=O)C. The product is [Br:11][C:6]1[C:7]([NH2:10])=[N:8][CH:9]=[C:4]([N+:1]([O-:3])=[O:2])[CH:5]=1. The yield is 0.320. (2) The reactants are [CH3:1][O:2][C:3](=[O:21])[C:4]1[CH:9]=[C:8]([C:10](=[O:12])[CH3:11])[CH:7]=[CH:6][C:5]=1[O:13][CH2:14][C:15]1[CH:20]=[CH:19][CH:18]=[CH:17][CH:16]=1.[Br:22]Br.C(OCC)C. The catalyst is C(Cl)(Cl)Cl.C1(C)C=CC=CC=1. The product is [CH3:1][O:2][C:3](=[O:21])[C:4]1[CH:9]=[C:8]([C:10](=[O:12])[CH2:11][Br:22])[CH:7]=[CH:6][C:5]=1[O:13][CH2:14][C:15]1[CH:16]=[CH:17][CH:18]=[CH:19][CH:20]=1. The yield is 0.550.